Dataset: Forward reaction prediction with 1.9M reactions from USPTO patents (1976-2016). Task: Predict the product of the given reaction. (1) Given the reactants [O:1]1[CH2:4][CH2:3][CH:2]1[CH2:5][OH:6].C(N(CC)CC)C.[CH3:14][S:15](Cl)(=[O:17])=[O:16], predict the reaction product. The product is: [CH3:14][S:15]([O:6][CH2:5][CH:2]1[CH2:3][CH2:4][O:1]1)(=[O:17])=[O:16]. (2) Given the reactants [C:1]([BH3-])#N.[Na+].[C:5]([C:7]1[C:8]([O:33][C@H:34]([CH3:38])[CH2:35][O:36][CH3:37])=[CH:9][C:10]([NH:13][C:14]([N:16]2[C:25]3[C:20](=[CH:21][C:22](C=O)=[C:23]([CH:26]([O:29][CH3:30])[O:27][CH3:28])[N:24]=3)[CH2:19][CH2:18][CH2:17]2)=[O:15])=[N:11][CH:12]=1)#[N:6].[NH2:39][C@@H:40]([CH2:42][OH:43])[CH3:41], predict the reaction product. The product is: [C:5]([C:7]1[C:8]([O:33][C@H:34]([CH3:38])[CH2:35][O:36][CH3:37])=[CH:9][C:10]([NH:13][C:14]([N:16]2[C:25]3[C:20](=[CH:21][C:22]([CH2:1][NH:39][C@@H:40]([CH3:41])[CH2:42][OH:43])=[C:23]([CH:26]([O:29][CH3:30])[O:27][CH3:28])[N:24]=3)[CH2:19][CH2:18][CH2:17]2)=[O:15])=[N:11][CH:12]=1)#[N:6]. (3) Given the reactants O[C:2]1[C:3]([C:11]2([CH2:27][OH:28])[C:19]3[C:14](=[CH:15][CH:16]=[CH:17][CH:18]=3)[N:13]([CH2:20][C:21]([O:23][CH2:24][CH3:25])=[O:22])[C:12]2=[O:26])=[CH:4][C:5]2[O:9][CH2:8][O:7][C:6]=2[CH:10]=1.C1(CCN2C3C(=CC=CC=3)C(C3C(O)=CC4OCOC=4C=3)(CO)C2=O)CC1, predict the reaction product. The product is: [O:26]=[C:12]1[C:11]2([C:3]3=[CH:4][C:5]4[O:9][CH2:8][O:7][C:6]=4[CH:10]=[C:2]3[O:28][CH2:27]2)[C:19]2[C:14](=[CH:15][CH:16]=[CH:17][CH:18]=2)[N:13]1[CH2:20][C:21]([O:23][CH2:24][CH3:25])=[O:22]. (4) Given the reactants [Cl:1][C:2]1[CH:3]=[CH:4][C:5]([CH2:8][O:9][C:10]2[CH:15]=[CH:14][N:13]([C:16]3[CH:17]=[N:18][C:19]([N:22]4[CH2:27][CH2:26][N:25](C(OC(C)(C)C)=O)[CH2:24][CH2:23]4)=[CH:20][CH:21]=3)[C:12](=[O:35])[CH:11]=2)=[N:6][CH:7]=1.C(O)(C(F)(F)F)=O, predict the reaction product. The product is: [Cl:1][C:2]1[CH:3]=[CH:4][C:5]([CH2:8][O:9][C:10]2[CH:15]=[CH:14][N:13]([C:16]3[CH:17]=[N:18][C:19]([N:22]4[CH2:23][CH2:24][NH:25][CH2:26][CH2:27]4)=[CH:20][CH:21]=3)[C:12](=[O:35])[CH:11]=2)=[N:6][CH:7]=1. (5) Given the reactants [C:1]([O-])([O-])=O.[Cs+].[Cs+].I[CH:8]([CH3:10])[CH3:9].[F:11][C:12]1[CH:17]=[CH:16][C:15]([C:18]2[C:22]([C:23]3[CH:28]=[CH:27][N:26]=[C:25]([NH:29][CH:30]([CH3:32])[CH3:31])[N:24]=3)=[CH:21][NH:20][N:19]=2)=[CH:14][CH:13]=1, predict the reaction product. The product is: [F:11][C:12]1[CH:17]=[CH:16][C:15]([C:18]2[C:22]([C:23]3[CH:28]=[CH:27][N:26]=[C:25]([NH:29][CH:30]([CH3:32])[CH3:31])[N:24]=3)=[CH:21][N:20]([CH2:9][CH:8]([CH3:10])[CH3:1])[N:19]=2)=[CH:14][CH:13]=1. (6) Given the reactants [CH2:1]([C:5]1[N:6]([CH2:19][CH:20]([CH3:22])[CH3:21])[C:7]2[C:16]3[CH:15]=[CH:14][CH:13]=[N:12][C:11]=3[N:10]=[C:9]([NH2:17])[C:8]=2[N:18]=1)[CH2:2][CH2:3][CH3:4].[H][H].FC(F)(F)C(O)=[O:28], predict the reaction product. The product is: [OH2:28].[CH2:1]([C:5]1[N:6]([CH2:19][CH:20]([CH3:21])[CH3:22])[C:7]2[C:16]3[CH2:15][CH2:14][CH2:13][NH:12][C:11]=3[N:10]=[C:9]([NH2:17])[C:8]=2[N:18]=1)[CH2:2][CH2:3][CH3:4].[CH2:1]([C:5]1[N:6]([CH2:19][CH:20]([CH3:21])[CH3:22])[C:7]2[C:16]3[CH2:15][CH2:14][CH2:13][NH:12][C:11]=3[N:10]=[C:9]([NH2:17])[C:8]=2[N:18]=1)[CH2:2][CH2:3][CH3:4]. (7) The product is: [Cl:17][CH2:13][C:10]1[CH:9]=[C:8]([C:2]([CH3:3])([O:4][CH2:5][C:6]#[CH:7])[CH3:1])[O:12][N:11]=1. Given the reactants [CH3:1][C:2]([C:8]1[O:12][N:11]=[C:10]([CH2:13]O)[CH:9]=1)([O:4][CH2:5][C:6]#[CH:7])[CH3:3].S(Cl)([Cl:17])=O, predict the reaction product. (8) Given the reactants O=C1C2C(=CC=CC=2)C(=O)[N:3]1[CH2:12][CH2:13][CH2:14][C:15]#[C:16][C:17]1[CH:18]=[C:19]([CH:34]=[CH:35][CH:36]=1)[O:20][CH:21]1[CH2:26][CH2:25][N:24]([C:27]([O:29][C:30]([CH3:33])([CH3:32])[CH3:31])=[O:28])[CH2:23][CH2:22]1.NN, predict the reaction product. The product is: [NH2:3][CH2:12][CH2:13][CH2:14][C:15]#[C:16][C:17]1[CH:18]=[C:19]([CH:34]=[CH:35][CH:36]=1)[O:20][CH:21]1[CH2:22][CH2:23][N:24]([C:27]([O:29][C:30]([CH3:31])([CH3:32])[CH3:33])=[O:28])[CH2:25][CH2:26]1. (9) Given the reactants [CH2:1]1[CH:5]2[CH2:6][C:7](=[O:9])[CH2:8][CH:4]2[CH2:3][NH:2]1.[N:10]1([C:15](Cl)=[O:16])[CH2:14][CH2:13][CH2:12][CH2:11]1.C(N(CC)CC)C.C(O)(=O)CC(CC(O)=O)(C(O)=O)O, predict the reaction product. The product is: [N:10]1([C:15]([N:2]2[CH2:3][CH:4]3[CH2:8][C:7](=[O:9])[CH2:6][CH:5]3[CH2:1]2)=[O:16])[CH2:14][CH2:13][CH2:12][CH2:11]1.